This data is from Reaction yield outcomes from USPTO patents with 853,638 reactions. The task is: Predict the reaction yield, written as a fraction of the theoretical maximum amount of product (1.0 means a 100% yield; for example, 0.34 means a 34% yield). (1) The reactants are [C:1]([NH2:10])(=O)[C:2]1[C:3](=[CH:5][CH:6]=[CH:7][CH:8]=1)[OH:4].[C:11]([CH:14]([CH2:27][CH2:28][CH2:29][CH3:30])[C:15]([NH:17][C:18]1[CH:23]=[CH:22][C:21]([CH:24]([CH3:26])[CH3:25])=[CH:20][CH:19]=1)=[O:16])(=O)[CH3:12]. The catalyst is C1(C)C(C)=CC=CC=1. The product is [CH2:27]([C:14]1[C:15](=[O:16])[N:17]([C:18]2[CH:23]=[CH:22][C:21]([CH:24]([CH3:26])[CH3:25])=[CH:20][CH:19]=2)[C:1]([C:2]2[CH:8]=[CH:7][CH:6]=[CH:5][C:3]=2[OH:4])=[N:10][C:11]=1[CH3:12])[CH2:28][CH2:29][CH3:30]. The yield is 0.240. (2) The reactants are C(O[CH2:9][CH3:10])(OCC)OCC.[NH:11]([C:13]1[N:14]=[C:15]2[CH:21]=[CH:20][N:19]([S:22]([C:25]3[CH:31]=[CH:30][C:28]([CH3:29])=[CH:27][CH:26]=3)(=[O:24])=[O:23])[C:16]2=[N:17]C=1)[NH2:12]. The catalyst is CN(C=O)C. The product is [S:22]([N:19]1[C:16]2[N:17]=[CH:9][C:10]3[N:14]([CH:13]=[N:11][N:12]=3)[C:15]=2[CH:21]=[CH:20]1)([C:25]1[CH:26]=[CH:27][C:28]([CH3:29])=[CH:30][CH:31]=1)(=[O:24])=[O:23]. The yield is 0.730. (3) The reactants are [H-].[Na+].[OH:3][CH:4]([C:22]1[CH:30]=[C:29]([O:31][CH3:32])[C:25]2[O:26][CH2:27][O:28][C:24]=2[CH:23]=1)[C:5]1[CH:10]=[CH:9][CH:8]=[CH:7][C:6]=1[S:11]([NH:14][C:15]1[CH:20]=[CH:19][CH:18]=[CH:17][C:16]=1[CH3:21])(=[O:13])=[O:12].Br[CH2:34][C:35]([O:37][CH3:38])=[O:36]. The catalyst is O1CCCC1. The product is [CH3:38][O:37][C:35](=[O:36])[CH2:34][N:14]([S:11]([C:6]1[CH:7]=[CH:8][CH:9]=[CH:10][C:5]=1[CH:4]([OH:3])[C:22]1[CH:30]=[C:29]([O:31][CH3:32])[C:25]2[O:26][CH2:27][O:28][C:24]=2[CH:23]=1)(=[O:12])=[O:13])[C:15]1[CH:20]=[CH:19][CH:18]=[CH:17][C:16]=1[CH3:21]. The yield is 0.895. (4) The reactants are [Cl-].[CH2:2]([O:9][C@@H:10]1[C@@H:18]([O:19][CH2:20][C:21]2[CH:26]=[CH:25][CH:24]=[CH:23][CH:22]=2)[C@H:17]([CH3:27])[O:16][C:15](=[O:28])[C@@H:14]([NH3+:29])[CH2:13][CH2:12][CH2:11]1)[C:3]1[CH:8]=[CH:7][CH:6]=[CH:5][CH:4]=1.[OH:30][C:31]1[C:32]([C:39](O)=[O:40])=[N:33][CH:34]=[CH:35][C:36]=1[O:37][CH3:38].CN1CCOCC1.CN(C(ON1N=NC2C=CC=NC1=2)=[N+](C)C)C.F[P-](F)(F)(F)(F)F. The catalyst is C(Cl)Cl. The product is [CH2:2]([O:9][C@@H:10]1[C@@H:18]([O:19][CH2:20][C:21]2[CH:26]=[CH:25][CH:24]=[CH:23][CH:22]=2)[C@H:17]([CH3:27])[O:16][C:15](=[O:28])[C@@H:14]([NH:29][C:39]([C:32]2[C:31]([OH:30])=[C:36]([O:37][CH3:38])[CH:35]=[CH:34][N:33]=2)=[O:40])[CH2:13][CH2:12][CH2:11]1)[C:3]1[CH:4]=[CH:5][CH:6]=[CH:7][CH:8]=1. The yield is 0.443. (5) The product is [CH2:51]([O:50][C:48]([C:47]1[N:46]([CH3:53])[N:45]=[CH:44][C:43]=1[C:16]1[CH:17]=[CH:18][C:13]([C:12]([N:11]([C@@H:29]2[CH2:34][CH2:33][CH2:32][N:31]([C:35]([O:37][C:38]([CH3:39])([CH3:40])[CH3:41])=[O:36])[CH2:30]2)[C:7]2[N:8]=[CH:9][CH:10]=[C:5]3[CH:4]=[CH:3][N:2]([CH3:1])[C:6]=23)=[O:28])=[CH:14][CH:15]=1)=[O:49])[CH3:52]. The yield is 0.860. The reactants are [CH3:1][N:2]1[C:6]2=[C:7]([N:11]([C@@H:29]3[CH2:34][CH2:33][CH2:32][N:31]([C:35]([O:37][C:38]([CH3:41])([CH3:40])[CH3:39])=[O:36])[CH2:30]3)[C:12](=[O:28])[C:13]3[CH:18]=[CH:17][C:16](B4OC(C)(C)C(C)(C)O4)=[CH:15][CH:14]=3)[N:8]=[CH:9][CH:10]=[C:5]2[CH:4]=[CH:3]1.Br[C:43]1[CH:44]=[N:45][N:46]([CH3:53])[C:47]=1[C:48]([O:50][CH2:51][CH3:52])=[O:49].C([O-])([O-])=O.[Cs+].[Cs+]. The catalyst is O1CCOCC1.C1C=CC(P(C2C=CC=CC=2)[C-]2C=CC=C2)=CC=1.C1C=CC(P(C2C=CC=CC=2)[C-]2C=CC=C2)=CC=1.Cl[Pd]Cl.[Fe+2]. (6) The reactants are [NH2:1][C:2]1[CH:3]=[C:4]([SH:8])[CH:5]=[CH:6][CH:7]=1.C[O-].[Na+].Br[CH2:13][C:14]1[CH:19]=[CH:18][CH:17]=[C:16]([N+:20]([O-:22])=[O:21])[CH:15]=1.O. The yield is 0.950. The product is [N+:20]([C:16]1[CH:15]=[C:14]([CH:19]=[CH:18][CH:17]=1)[CH2:13][S:8][C:4]1[CH:3]=[C:2]([CH:7]=[CH:6][CH:5]=1)[NH2:1])([O-:22])=[O:21]. The catalyst is CN(C)C=O. (7) The product is [Br:1][C:2]1[CH:8]=[CH:7][C:5]([NH:6][CH3:16])=[CH:4][C:3]=1[CH3:9]. No catalyst specified. The reactants are [Br:1][C:2]1[CH:8]=[CH:7][C:5]([NH2:6])=[CH:4][C:3]=1[CH3:9].[H-].[Al+3].[Li+].[H-].[H-].[H-].[CH:16](O)=O. The yield is 0.640.